From a dataset of NCI-60 drug combinations with 297,098 pairs across 59 cell lines. Regression. Given two drug SMILES strings and cell line genomic features, predict the synergy score measuring deviation from expected non-interaction effect. Drug 1: C1=CC(=CC=C1CC(C(=O)O)N)N(CCCl)CCCl.Cl. Drug 2: C1=CN(C(=O)N=C1N)C2C(C(C(O2)CO)O)O.Cl. Cell line: NCIH23. Synergy scores: CSS=43.3, Synergy_ZIP=2.16, Synergy_Bliss=2.62, Synergy_Loewe=-10.2, Synergy_HSA=3.99.